From a dataset of Reaction yield outcomes from USPTO patents with 853,638 reactions. Predict the reaction yield, written as a fraction of the theoretical maximum amount of product (1.0 means a 100% yield; for example, 0.34 means a 34% yield). (1) The reactants are [NH2:1][C:2]1[C:3]([F:11])=[C:4]([CH:7]=[CH:8][C:9]=1[Cl:10])[CH2:5][NH2:6].[CH3:12][C:13]([CH3:18])([CH3:17])[C:14](Cl)=[O:15]. No catalyst specified. The product is [NH2:1][C:2]1[C:3]([F:11])=[C:4]([CH:7]=[CH:8][C:9]=1[Cl:10])[CH2:5][NH:6][C:14](=[O:15])[C:13]([CH3:18])([CH3:17])[CH3:12]. The yield is 0.360. (2) The reactants are Cl.[F:2][C:3]1[CH:4]=[CH:5][C:6]([C@@H:9]([NH2:11])[CH3:10])=[N:7][CH:8]=1.[Cl:12][C:13]1[CH:18]=[CH:17][CH:16]=[C:15](Cl)[N:14]=1. No catalyst specified. The product is [Cl:12][C:13]1[N:14]=[C:15]([NH:11][C@H:9]([C:6]2[CH:5]=[CH:4][C:3]([F:2])=[CH:8][N:7]=2)[CH3:10])[CH:16]=[CH:17][CH:18]=1. The yield is 0.360. (3) The reactants are [F:1][C:2]([F:36])([F:35])[C:3]1[CH:4]=[C:5]([C:13]([CH3:34])([CH3:33])[C:14]([N:16]([C:18]2[CH:19]=[N:20][C:21](Cl)=[CH:22][C:23]=2[C:24]2[CH:29]=[CH:28][CH:27]=[CH:26][C:25]=2[CH:30]=[O:31])[CH3:17])=[O:15])[CH:6]=[C:7]([C:9]([F:12])([F:11])[F:10])[CH:8]=1.[CH3:37][C:38]([Si:41]([CH3:55])([CH3:54])[O:42][CH2:43][C@@H:44]1[CH2:53][N:52]2[C@H:47]([CH2:48][O:49][CH2:50][CH2:51]2)[CH2:46][NH:45]1)([CH3:40])[CH3:39].[Cl-].[OH-].[Na+]. The catalyst is C1(C)C=CC=CC=1.CCOC(C)=O. The product is [F:1][C:2]([F:36])([F:35])[C:3]1[CH:4]=[C:5]([C:13]([CH3:34])([CH3:33])[C:14]([N:16]([C:18]2[CH:19]=[N:20][C:21]([N:45]3[C@H:44]([CH2:43][O:42][Si:41]([C:38]([CH3:40])([CH3:39])[CH3:37])([CH3:54])[CH3:55])[CH2:53][N:52]4[C@H:47]([CH2:48][O:49][CH2:50][CH2:51]4)[CH2:46]3)=[CH:22][C:23]=2[C:24]2[CH:29]=[CH:28][CH:27]=[CH:26][C:25]=2[CH:30]=[O:31])[CH3:17])=[O:15])[CH:6]=[C:7]([C:9]([F:12])([F:11])[F:10])[CH:8]=1. The yield is 0.180. (4) The product is [N:14]1([C:49]([C:34]2[CH:35]=[C:36]3[C:41](=[C:32]([CH:30]([NH:29][C:24]4[CH:23]=[C:22]([F:21])[CH:27]=[C:26]([F:28])[CH:25]=4)[CH3:31])[CH:33]=2)[O:40][C:39]([N:42]2[CH2:47][CH2:46][O:45][CH2:44][CH2:43]2)=[CH:38][C:37]3=[O:48])=[O:51])[CH2:17][CH2:18][CH2:19]1. The catalyst is C(Cl)Cl.CN(C=O)C. The yield is 0.610. The reactants are [B-](F)(F)(F)F.CN(C(O[N:14]1[C:19](=O)[CH2:18][CH2:17]C1=O)=[N+](C)C)C.[F:21][C:22]1[CH:23]=[C:24]([NH:29][CH:30]([C:32]2[CH:33]=[C:34]([C:49]([OH:51])=O)[CH:35]=[C:36]3[C:41]=2[O:40][C:39]([N:42]2[CH2:47][CH2:46][O:45][CH2:44][CH2:43]2)=[CH:38][C:37]3=[O:48])[CH3:31])[CH:25]=[C:26]([F:28])[CH:27]=1.C(N(C(C)C)C(C)C)C.N1CCC1. (5) The reactants are [NH2:1][C@H:2]1[CH2:7][CH2:6][C@H:5]([C:8]([OH:10])=[O:9])[CH2:4][CH2:3]1.O.C(=O)([O-])O.[Na+].[C:17]([O:21][C:22](O[C:22]([O:21][C:17]([CH3:20])([CH3:19])[CH3:18])=[O:23])=[O:23])([CH3:20])([CH3:19])[CH3:18]. The catalyst is O1CCOCC1. The product is [C:17]([O:21][C:22]([NH:1][C@H:2]1[CH2:7][CH2:6][C@H:5]([C:8]([OH:10])=[O:9])[CH2:4][CH2:3]1)=[O:23])([CH3:20])([CH3:19])[CH3:18]. The yield is 0.930.